This data is from Full USPTO retrosynthesis dataset with 1.9M reactions from patents (1976-2016). The task is: Predict the reactants needed to synthesize the given product. Given the product [Cl:1][C:2]1[CH:7]=[C:6]([C:8]2[CH:9]=[CH:10][CH:11]=[CH:12][CH:13]=2)[N:5]=[C:4]([NH:19][C:22](=[O:31])[O:45][C:41]([CH3:44])([CH3:43])[CH3:42])[CH:3]=1, predict the reactants needed to synthesize it. The reactants are: [Cl:1][C:2]1[CH:7]=[C:6]([C:8]2[CH:13]=[CH:12][CH:11]=[CH:10][CH:9]=2)[N:5]=[C:4](C(O)=O)[CH:3]=1.C([N:19]([CH2:22]C)CC)C.C1C=CC(P(N=[N+]=[N-])(C2C=CC=CC=2)=[O:31])=CC=1.[C:41]([OH:45])([CH3:44])([CH3:43])[CH3:42].